This data is from Forward reaction prediction with 1.9M reactions from USPTO patents (1976-2016). The task is: Predict the product of the given reaction. (1) Given the reactants C([O:4][CH2:5][C@H:6]([N:8]1[CH:17]=[CH:16][C:15]2[C:10](=[CH:11][CH:12]=[C:13]([Cl:33])[C:14]=2[NH:18][C:19](=[O:32])[CH2:20][C:21]2[CH:26]=[CH:25][C:24]([C:27]([F:30])([F:29])[F:28])=[C:23]([F:31])[CH:22]=2)[C:9]1=[O:34])[CH3:7])(=O)C.C(=O)([O-])[O-].[K+].[K+].CO, predict the reaction product. The product is: [Cl:33][C:13]1[C:14]([NH:18][C:19](=[O:32])[CH2:20][C:21]2[CH:26]=[CH:25][C:24]([C:27]([F:30])([F:28])[F:29])=[C:23]([F:31])[CH:22]=2)=[C:15]2[C:10](=[CH:11][CH:12]=1)[C:9](=[O:34])[N:8]([C@H:6]([CH3:7])[CH2:5][OH:4])[CH:17]=[CH:16]2. (2) Given the reactants Cl.[NH:2]1[CH2:7][CH2:6][CH:5]([N:8]2[N:12]=[C:11]([CH2:13][O:14][C:15]3[CH:16]=[CH:17][C:18]([N:21]4[CH:25]=[N:24][N:23]=[N:22]4)=[N:19][CH:20]=3)[CH:10]=[N:9]2)[CH2:4][CH2:3]1.[CH:26]1([S:32](Cl)(=[O:34])=[O:33])[CH2:31][CH2:30][CH2:29][CH2:28][CH2:27]1, predict the reaction product. The product is: [CH:26]1([S:32]([N:2]2[CH2:3][CH2:4][CH:5]([N:8]3[N:12]=[C:11]([CH2:13][O:14][C:15]4[CH:16]=[CH:17][C:18]([N:21]5[CH:25]=[N:24][N:23]=[N:22]5)=[N:19][CH:20]=4)[CH:10]=[N:9]3)[CH2:6][CH2:7]2)(=[O:34])=[O:33])[CH2:31][CH2:30][CH2:29][CH2:28][CH2:27]1. (3) Given the reactants [OH:1][C@:2]([CH3:38])([CH2:36][I:37])[C:3](=[O:35])[C@@H:4]([NH:12][C:13](=[O:34])[C@@H:14]([NH:18][C:19](=[O:33])[C@@H:20]([NH:24][C:25]([C:27]1[S:31][C:30]([CH3:32])=[N:29][CH:28]=1)=[O:26])[CH2:21][O:22][CH3:23])[CH2:15][O:16][CH3:17])[CH2:5][C:6]1[CH:11]=[CH:10][CH:9]=[CH:8][CH:7]=1.[CH2:39]([O:41][C:42](=[O:53])[C:43](O[C:43](=[O:44])[C:42](=[O:53])[O:41][CH2:39][CH3:40])=[O:44])[CH3:40], predict the reaction product. The product is: [C:42]([O:41][CH2:39][CH3:40])(=[O:53])[C:43]([O:1][C@@:2]([CH3:38])([C:3](=[O:35])[C@@H:4]([NH:12][C:13](=[O:34])[C@@H:14]([NH:18][C:19](=[O:33])[C@@H:20]([NH:24][C:25]([C:27]1[S:31][C:30]([CH3:32])=[N:29][CH:28]=1)=[O:26])[CH2:21][O:22][CH3:23])[CH2:15][O:16][CH3:17])[CH2:5][C:6]1[CH:7]=[CH:8][CH:9]=[CH:10][CH:11]=1)[CH2:36][I:37])=[O:44]. (4) Given the reactants CCO.CO.[BH4-].[Na+].[CH3:8][O:9][C:10]([C:12]1[C:13]2[C:14](/[CH:35]=[CH:36]/[N+:37]([O-:39])=[O:38])=[C:15]([C:22]3[CH:27]=[CH:26][C:25]([CH2:28][N:29]([C:31]([O:33][CH3:34])=[O:32])[CH3:30])=[CH:24][CH:23]=3)[NH:16][C:17]=2[CH:18]=[C:19]([F:21])[CH:20]=1)=[O:11], predict the reaction product. The product is: [CH3:8][O:9][C:10]([C:12]1[C:13]2[C:14]([CH2:35][CH2:36][N+:37]([O-:39])=[O:38])=[C:15]([C:22]3[CH:27]=[CH:26][C:25]([CH2:28][N:29]([C:31]([O:33][CH3:34])=[O:32])[CH3:30])=[CH:24][CH:23]=3)[NH:16][C:17]=2[CH:18]=[C:19]([F:21])[CH:20]=1)=[O:11].